This data is from Catalyst prediction with 721,799 reactions and 888 catalyst types from USPTO. The task is: Predict which catalyst facilitates the given reaction. (1) Reactant: CS(C)=O.[NH2:5][C:6]1[CH:11]=[CH:10][C:9]([CH2:12][CH2:13][CH2:14][CH2:15][CH2:16][CH2:17][CH2:18][CH2:19][CH2:20][CH2:21][CH2:22][CH3:23])=[CH:8][C:7]=1[SH:24].[CH2:25]([C:33]1[CH:40]=[CH:39][C:36]([CH:37]=O)=[CH:35][CH:34]=1)[CH2:26][CH2:27][CH2:28][CH2:29][CH2:30][CH2:31][CH3:32]. Product: [CH2:25]([C:33]1[CH:40]=[CH:39][C:36]([C:37]2[S:24][C:7]3[CH:8]=[C:9]([CH2:12][CH2:13][CH2:14][CH2:15][CH2:16][CH2:17][CH2:18][CH2:19][CH2:20][CH2:21][CH2:22][CH3:23])[CH:10]=[CH:11][C:6]=3[N:5]=2)=[CH:35][CH:34]=1)[CH2:26][CH2:27][CH2:28][CH2:29][CH2:30][CH2:31][CH3:32]. The catalyst class is: 6. (2) The catalyst class is: 3. Product: [CH2:2]([O:9][C:10]1[CH:11]=[C:12]([CH:16]=[CH:17][CH:18]=1)[C:13]([O:15][CH2:20][Cl:21])=[O:14])[C:3]1[CH:4]=[CH:5][CH:6]=[CH:7][CH:8]=1. Reactant: [K].[CH2:2]([O:9][C:10]1[CH:11]=[C:12]([CH:16]=[CH:17][CH:18]=1)[C:13]([OH:15])=[O:14])[C:3]1[CH:8]=[CH:7][CH:6]=[CH:5][CH:4]=1.Br[CH2:20][Cl:21]. (3) Reactant: CCCC[N+](CCCC)(CCCC)CCCC.[F-].C([Si]([O:26][CH2:27][C:28]1[CH:33]=[C:32]([O:34][CH:35]([CH3:37])[CH3:36])[C:31]([F:38])=[C:30]([O:39][CH:40]([CH3:42])[CH3:41])[CH:29]=1)(C)C)CCC. Product: [F:38][C:31]1[C:32]([O:34][CH:35]([CH3:37])[CH3:36])=[CH:33][C:28]([CH2:27][OH:26])=[CH:29][C:30]=1[O:39][CH:40]([CH3:42])[CH3:41]. The catalyst class is: 1. (4) Reactant: [C@H:1]12[CH2:7][C@H:4]([CH2:5][CH2:6]1)[CH2:3][C@H:2]2[NH:8][C:9]1[N:14]=[C:13]([C:15]([F:18])([F:17])[F:16])[C:12]([C:19](O)=[O:20])=[CH:11][N:10]=1.CN1CCOCC1.ClC(OCC(C)C)=O. Product: [C@H:1]12[CH2:7][C@H:4]([CH2:5][CH2:6]1)[CH2:3][C@H:2]2[NH:8][C:9]1[N:14]=[C:13]([C:15]([F:18])([F:16])[F:17])[C:12]([CH2:19][OH:20])=[CH:11][N:10]=1. The catalyst class is: 57. (5) Reactant: [CH2:1]([NH:8][C:9](=[O:45])[C@@H:10]([OH:44])[CH:11]([NH:16][C:17](=[O:43])[C@@H:18]([NH:28][C:29](=[O:42])[C@@H:30]([NH:32][C:33](=[O:41])[CH2:34][N:35]1[CH2:40][CH2:39][O:38][CH2:37][CH2:36]1)[CH3:31])[CH2:19][C:20]1[CH:25]=[CH:24][C:23]([O:26][CH3:27])=[CH:22][CH:21]=1)[CH2:12][CH2:13][CH2:14][CH3:15])[C:2]1[CH:7]=[CH:6][CH:5]=[CH:4][CH:3]=1.CC(OI1(OC(C)=O)(OC(C)=O)OC(=O)C2C=CC=CC1=2)=O. Product: [CH2:1]([NH:8][C:9](=[O:45])[C:10](=[O:44])[C@@H:11]([NH:16][C:17](=[O:43])[C@@H:18]([NH:28][C:29](=[O:42])[C@@H:30]([NH:32][C:33](=[O:41])[CH2:34][N:35]1[CH2:40][CH2:39][O:38][CH2:37][CH2:36]1)[CH3:31])[CH2:19][C:20]1[CH:25]=[CH:24][C:23]([O:26][CH3:27])=[CH:22][CH:21]=1)[CH2:12][CH2:13][CH2:14][CH3:15])[C:2]1[CH:3]=[CH:4][CH:5]=[CH:6][CH:7]=1. The catalyst class is: 4. (6) Reactant: [C:1]([NH2:4])(=[NH:3])[CH3:2].C([O-])([O-])=O.[K+].[K+].[F:11][C:12]1[C:13]([O:33][CH3:34])=[C:14]([C:18]([CH:20]([CH2:25][CH2:26][C:27]2[CH:32]=[CH:31][CH:30]=[CH:29][CH:28]=2)[C:21](OC)=[O:22])=O)[CH:15]=[CH:16][CH:17]=1.Cl. Product: [F:11][C:12]1[C:13]([O:33][CH3:34])=[C:14]([C:18]2[NH:4][C:1]([CH3:2])=[N:3][C:21](=[O:22])[C:20]=2[CH2:25][CH2:26][C:27]2[CH:32]=[CH:31][CH:30]=[CH:29][CH:28]=2)[CH:15]=[CH:16][CH:17]=1. The catalyst class is: 18. (7) Reactant: [S:1]1[CH:5]=[CH:4][N:3]=[C:2]1[C:6]1[CH:20]=[CH:19][C:9]([O:10][CH2:11][C:12]([O:14][C:15]([CH3:18])([CH3:17])[CH3:16])=[O:13])=[CH:8][CH:7]=1.[Cl:21][C:22]1[CH:27]=[CH:26][C:25](I)=[CH:24][CH:23]=1.C1C=CC(P(C2C=CC=CC=2)C2C=CC=CC=2)=CC=1. Product: [Cl:21][C:22]1[CH:27]=[CH:26][C:25]([C:5]2[S:1][C:2]([C:6]3[CH:7]=[CH:8][C:9]([O:10][CH2:11][C:12]([O:14][C:15]([CH3:17])([CH3:16])[CH3:18])=[O:13])=[CH:19][CH:20]=3)=[N:3][CH:4]=2)=[CH:24][CH:23]=1. The catalyst class is: 10. (8) Reactant: [CH2:1]([NH2:8])[C:2]1[CH:7]=[CH:6][CH:5]=[CH:4][CH:3]=1.C(N(CC)CC)C.[CH3:16][C:17]1[C:18]2[CH:38]=[CH:37][C:36](=[O:39])[N:35]([C:40]3[CH:48]=[CH:47][C:43]([C:44](Cl)=[O:45])=[CH:42][CH:41]=3)[C:19]=2[N:20]=[C:21]([N:23]2[CH2:28][CH2:27][N:26]([C:29]3[CH:34]=[CH:33][CH:32]=[CH:31][CH:30]=3)[CH2:25][CH2:24]2)[N:22]=1. Product: [CH2:1]([NH:8][C:44](=[O:45])[C:43]1[CH:47]=[CH:48][C:40]([N:35]2[C:19]3[N:20]=[C:21]([N:23]4[CH2:24][CH2:25][N:26]([C:29]5[CH:30]=[CH:31][CH:32]=[CH:33][CH:34]=5)[CH2:27][CH2:28]4)[N:22]=[C:17]([CH3:16])[C:18]=3[CH:38]=[CH:37][C:36]2=[O:39])=[CH:41][CH:42]=1)[C:2]1[CH:7]=[CH:6][CH:5]=[CH:4][CH:3]=1. The catalyst class is: 34. (9) Reactant: [C:1]([C:3]1[CH:35]=[CH:34][C:6]2[N:7]([C:12]3[CH:17]=[CH:16][C:15]([CH2:18][CH2:19][NH:20][C:21]([NH:23][S:24]([C:27]4[CH:32]=[CH:31][C:30]([CH3:33])=[CH:29][CH:28]=4)(=[O:26])=[O:25])=[O:22])=[CH:14][CH:13]=3)[C:8]([CH2:10][CH3:11])=[N:9][C:5]=2[CH:4]=1)#[N:2].CS(C)=[O:38].OO.[OH-].[Na+]. Product: [CH2:10]([C:8]1[N:7]([C:12]2[CH:13]=[CH:14][C:15]([CH2:18][CH2:19][NH:20][C:21]([NH:23][S:24]([C:27]3[CH:28]=[CH:29][C:30]([CH3:33])=[CH:31][CH:32]=3)(=[O:25])=[O:26])=[O:22])=[CH:16][CH:17]=2)[C:6]2[CH:34]=[CH:35][C:3]([C:1]([NH2:2])=[O:38])=[CH:4][C:5]=2[N:9]=1)[CH3:11]. The catalyst class is: 72. (10) Reactant: [OH-].[K+].[CH2:3]([O:10][C:11]1[CH:18]=[CH:17][C:14]([CH2:15]O)=[CH:13][CH:12]=1)[C:4]1[CH:9]=[CH:8][CH:7]=[CH:6][CH:5]=1.C(=S)=[S:20].[C:22]([O:26][C:27]([N:29]1[CH2:34][CH2:33][N:32]([C:35](Cl)=[O:36])[CH2:31][CH2:30]1)=[O:28])([CH3:25])([CH3:24])[CH3:23]. Product: [C:22]([O:26][C:27]([N:29]1[CH2:34][CH2:33][N:32]([C:35]([S:20][CH2:15][C:14]2[CH:17]=[CH:18][C:11]([O:10][CH2:3][C:4]3[CH:9]=[CH:8][CH:7]=[CH:6][CH:5]=3)=[CH:12][CH:13]=2)=[O:36])[CH2:31][CH2:30]1)=[O:28])([CH3:25])([CH3:24])[CH3:23]. The catalyst class is: 95.